Dataset: Full USPTO retrosynthesis dataset with 1.9M reactions from patents (1976-2016). Task: Predict the reactants needed to synthesize the given product. (1) Given the product [C:22]([CH2:24][C:25]1[CH:30]=[CH:29][C:28]([C:2]2[CH:3]=[C:4]3[C:8](=[C:9]([C:11]([NH2:13])=[O:12])[CH:10]=2)[NH:7][CH:6]=[C:5]3[CH:14]2[CH2:19][CH2:18][S:17](=[O:21])(=[O:20])[CH2:16][CH2:15]2)=[CH:27][CH:26]=1)#[N:23], predict the reactants needed to synthesize it. The reactants are: Br[C:2]1[CH:3]=[C:4]2[C:8](=[C:9]([C:11]([NH2:13])=[O:12])[CH:10]=1)[NH:7][CH:6]=[C:5]2[CH:14]1[CH2:19][CH2:18][S:17](=[O:21])(=[O:20])[CH2:16][CH2:15]1.[C:22]([CH2:24][C:25]1[CH:30]=[CH:29][C:28](B(O)O)=[CH:27][CH:26]=1)#[N:23].C([O-])([O-])=O.[K+].[K+].CCOC(C)=O. (2) Given the product [Br:1][C:2]1[CH:3]=[N+:4]([O-:26])[CH:5]=[C:6]2[C:11]=1[N:10]=[C:9]([C:12]([N:14]1[CH2:18][CH2:17][C:16]([F:19])([F:20])[CH2:15]1)=[O:13])[CH:8]=[CH:7]2, predict the reactants needed to synthesize it. The reactants are: [Br:1][C:2]1[CH:3]=[N:4][CH:5]=[C:6]2[C:11]=1[N:10]=[C:9]([C:12]([N:14]1[CH2:18][CH2:17][C:16]([F:20])([F:19])[CH2:15]1)=[O:13])[CH:8]=[CH:7]2.ClC1C=C(C=CC=1)C(OO)=[O:26].